This data is from Full USPTO retrosynthesis dataset with 1.9M reactions from patents (1976-2016). The task is: Predict the reactants needed to synthesize the given product. (1) Given the product [F:1][C:2]1[C:31]([F:32])=[CH:30][CH:29]=[CH:28][C:3]=1[CH2:4][NH:5][C:6]1[C:11]([C:12]([NH2:14])=[O:13])=[CH:10][N:9]=[C:8]([NH:15][C:16]2[CH:17]=[CH:18][C:19]([CH:22]3[CH2:23][CH2:24][N:25]([C:37]([C@@H:36]4[CH2:40][CH2:41][CH2:42][N:35]4[CH3:34])=[O:38])[CH2:26][CH2:27]3)=[CH:20][CH:21]=2)[CH:7]=1, predict the reactants needed to synthesize it. The reactants are: [F:1][C:2]1[C:31]([F:32])=[CH:30][CH:29]=[CH:28][C:3]=1[CH2:4][NH:5][C:6]1[C:11]([C:12]([NH2:14])=[O:13])=[CH:10][N:9]=[C:8]([NH:15][C:16]2[CH:21]=[CH:20][C:19]([CH:22]3[CH2:27][CH2:26][NH:25][CH2:24][CH2:23]3)=[CH:18][CH:17]=2)[CH:7]=1.O.[CH3:34][N:35]1[CH2:42][CH2:41][CH2:40][C@H:36]1[C:37](O)=[O:38].CCN(C(C)C)C(C)C.F[P-](F)(F)(F)(F)F.N1(O[P+](N(C)C)(N(C)C)N(C)C)C2C=CC=CC=2N=N1. (2) Given the product [CH3:24][C:18]1[C:17]([NH:25][CH2:26][C:27]([F:29])([F:30])[F:28])=[N:16][C:15]2[C:20](=[CH:21][CH:22]=[CH:23][C:14]=2[C:8]2[NH:7][C:6]3[C:3]4([CH2:5][CH2:4]4)[NH:2][C:11](=[O:12])[C:10]=3[CH:9]=2)[N:19]=1, predict the reactants needed to synthesize it. The reactants are: Cl.[NH2:2][C:3]1([C:6]2[NH:7][C:8]([C:14]3[CH:23]=[CH:22][CH:21]=[C:20]4[C:15]=3[N:16]=[C:17]([NH:25][CH2:26][C:27]([F:30])([F:29])[F:28])[C:18]([CH3:24])=[N:19]4)=[CH:9][C:10]=2[C:11](O)=[O:12])[CH2:5][CH2:4]1.C(Cl)Cl.CCN(C(C)C)C(C)C.F[P-](F)(F)(F)(F)F.N1(O[P+](N2CCCC2)(N2CCCC2)N2CCCC2)C2C=CC=CC=2N=N1. (3) The reactants are: [F:1][C:2]1[CH:3]=[CH:4][C:5]2[NH:9][C:8](=[O:10])[N:7]([CH:11]3[CH2:16][CH2:15][N:14]([C:17]4([CH3:22])[CH2:21][CH2:20][NH:19][CH2:18]4)[CH2:13][CH2:12]3)[C:6]=2[CH:23]=1.[C:24](Cl)(=[O:29])[O:25][CH2:26][CH2:27][CH3:28]. Given the product [F:1][C:2]1[CH:3]=[CH:4][C:5]2[NH:9][C:8](=[O:10])[N:7]([CH:11]3[CH2:16][CH2:15][N:14]([C:17]4([CH3:22])[CH2:21][CH2:20][N:19]([C:24]([O:25][CH2:26][CH2:27][CH3:28])=[O:29])[CH2:18]4)[CH2:13][CH2:12]3)[C:6]=2[CH:23]=1, predict the reactants needed to synthesize it. (4) Given the product [Cl:20][C:21]1[N:22]=[C:23]([C:28]([N:16]([CH2:17][CH2:18][CH3:19])[CH:14]2[CH2:15][N:12]([C:5]3[S:6][C:7]([C:8]([O:10][CH3:11])=[O:9])=[C:3]([CH2:1][CH3:2])[N:4]=3)[CH2:13]2)=[O:29])[NH:24][C:25]=1[CH2:26][CH3:27], predict the reactants needed to synthesize it. The reactants are: [CH2:1]([C:3]1[N:4]=[C:5]([N:12]2[CH2:15][CH:14]([NH:16][CH2:17][CH2:18][CH3:19])[CH2:13]2)[S:6][C:7]=1[C:8]([O:10][CH3:11])=[O:9])[CH3:2].[Cl:20][C:21]1[N:22]=[C:23]([C:28](O)=[O:29])[NH:24][C:25]=1[CH2:26][CH3:27].CCN=C=NCCCN(C)C.Cl.ON1C2C=CC=CC=2N=N1.CN1CCOCC1. (5) Given the product [F:28][C:35]([F:21])([C:29]1[CH:34]=[CH:33][CH:32]=[CH:31][CH:30]=1)[C:40]1[CH:49]=[CH:48][C:43]([C:44]([O:46][CH3:47])=[O:45])=[CH:42][CH:41]=1, predict the reactants needed to synthesize it. The reactants are: [B-](F)(F)(F)F.[B-](F)(F)(F)F.C1[N+]2(CCl)CC[N+]([F:21])(CC2)C1.C1C=CN=CC=1.[FH:28].[C:29]1([C:35]2([C:40]3[CH:49]=[CH:48][C:43]([C:44]([O:46][CH3:47])=[O:45])=[CH:42][CH:41]=3)SCCS2)[CH:34]=[CH:33][CH:32]=[CH:31][CH:30]=1. (6) Given the product [Br:2][C:15]1[CH2:14][CH2:13][C:12]2[C:17](=[CH:18][C:19]([F:22])=[C:20]([F:21])[C:11]=2[F:10])[C:16]=1[CH:7]=[O:8], predict the reactants needed to synthesize it. The reactants are: P(Br)(Br)[Br:2].CN(C)[CH:7]=[O:8].[F:10][C:11]1[C:20]([F:21])=[C:19]([F:22])[CH:18]=[C:17]2[C:12]=1[CH2:13][CH2:14][C:15](=O)[CH2:16]2.C(=O)(O)[O-].[Na+]. (7) Given the product [CH2:8]([C:6]1[CH:5]=[CH:4][C:3]([F:10])=[C:2]([C:11]2[CH:16]=[CH:15][CH:14]=[CH:13][CH:12]=2)[CH:7]=1)[CH3:9], predict the reactants needed to synthesize it. The reactants are: Br[C:2]1[CH:7]=[C:6]([CH2:8][CH3:9])[CH:5]=[CH:4][C:3]=1[F:10].[C:11]1(B(O)O)[CH:16]=[CH:15][CH:14]=[CH:13][CH:12]=1.C([O-])([O-])=O.[Na+].[Na+].